This data is from Forward reaction prediction with 1.9M reactions from USPTO patents (1976-2016). The task is: Predict the product of the given reaction. (1) Given the reactants Br[C:2]1[C:7]([C:8]([F:11])([F:10])[F:9])=[CH:6][C:5]([NH:12][C:13]2[N:17]=[C:16]([NH2:18])[NH:15][N:14]=2)=[CH:4][C:3]=1[Cl:19].CN1C(C)(C)CC(SC2C=CC(B3OC(C)(C)C(C)(C)O3)=CC=2)CC1(C)C.[CH3:47][O:48][C:49]1[CH:54]=[CH:53][C:52](B2OC(C)(C)C(C)(C)O2)=[CH:51][C:50]=1[S:64]([NH2:67])(=[O:66])=[O:65].C([O-])([O-])=O.[K+].[K+], predict the reaction product. The product is: [NH2:18][C:16]1[NH:15][N:14]=[C:13]([NH:12][C:5]2[CH:6]=[C:7]([C:8]([F:11])([F:10])[F:9])[C:2]([C:52]3[CH:53]=[CH:54][C:49]([O:48][CH3:47])=[C:50]([S:64]([NH2:67])(=[O:66])=[O:65])[CH:51]=3)=[C:3]([Cl:19])[CH:4]=2)[N:17]=1. (2) Given the reactants [F:1][C:2]1[C:7]([NH2:8])=[CH:6][CH:5]=[C:4]([F:9])[C:3]=1[NH:10][C:11]1[C:16]([C:17]2[N:25]=[CH:24][N:23]=[C:22]3[C:18]=2[N:19]=[CH:20][N:21]3[CH:26]2[CH2:31][CH2:30][CH2:29][CH2:28][O:27]2)=[CH:15][CH:14]=[CH:13][N:12]=1.CN1C2[C:36](=[CH:37][C:38]([S:42](Cl)(=[O:44])=[O:43])=CC=2)C=C1.[N:46]1[CH:51]=[CH:50][CH:49]=[CH:48][CH:47]=1.Cl[CH2:53]Cl, predict the reaction product. The product is: [F:1][C:2]1[C:3]([NH:10][C:11]2[C:16]([C:17]3[N:25]=[CH:24][N:23]=[C:22]4[C:18]=3[N:19]=[CH:20][N:21]4[CH:26]3[CH2:31][CH2:30][CH2:29][CH2:28][O:27]3)=[CH:15][CH:14]=[CH:13][N:12]=2)=[C:4]([F:9])[CH:5]=[CH:6][C:7]=1[NH:8][S:42]([C:38]1[C:49]2[CH:50]=[CH:51][N:46]([CH3:53])[C:48]=2[CH:47]=[CH:36][CH:37]=1)(=[O:44])=[O:43]. (3) Given the reactants [CH:1]1([N:7]2[C:15]3[CH:14]=[CH:13][N:12]=[C:11]([O:16]C)[C:10]=3[C:9]([C:18]3[CH:23]=[CH:22][C:21]([S:24]([NH2:27])(=[O:26])=[O:25])=[CH:20][CH:19]=3)=[N:8]2)[CH2:6][CH2:5][CH2:4][CH2:3][CH2:2]1.[I-].[Na+].Cl[Si](C)(C)C.O, predict the reaction product. The product is: [CH:1]1([N:7]2[C:15]3[CH:14]=[CH:13][NH:12][C:11](=[O:16])[C:10]=3[C:9]([C:18]3[CH:19]=[CH:20][C:21]([S:24]([NH2:27])(=[O:25])=[O:26])=[CH:22][CH:23]=3)=[N:8]2)[CH2:2][CH2:3][CH2:4][CH2:5][CH2:6]1. (4) Given the reactants [C:1]([S:4][CH:5]1[CH2:10][CH2:9][N:8]([CH:11]([C:17]2[CH:22]=[CH:21][CH:20]=[CH:19][C:18]=2[F:23])[C:12]([CH:14]2[CH2:16][CH2:15]2)=[O:13])[CH2:7]/[C:6]/1=[CH:24]\[CH2:25]O)(=[O:3])[CH3:2].[CH2:27]([O:29][C:30]([C:32]1[CH:36]=[CH:35][NH:34][N:33]=1)=[O:31])[CH3:28], predict the reaction product. The product is: [C:1]([S:4][CH:5]1[CH2:10][CH2:9][N:8]([CH:11]([C:17]2[CH:22]=[CH:21][CH:20]=[CH:19][C:18]=2[F:23])[C:12]([CH:14]2[CH2:15][CH2:16]2)=[O:13])[CH2:7]/[C:6]/1=[CH:24]\[CH2:25][N:34]1[CH:35]=[CH:36][C:32]([C:30]([O:29][CH2:27][CH3:28])=[O:31])=[N:33]1)(=[O:3])[CH3:2].